From a dataset of P-glycoprotein inhibition data for predicting drug efflux from Broccatelli et al.. Regression/Classification. Given a drug SMILES string, predict its absorption, distribution, metabolism, or excretion properties. Task type varies by dataset: regression for continuous measurements (e.g., permeability, clearance, half-life) or binary classification for categorical outcomes (e.g., BBB penetration, CYP inhibition). Dataset: pgp_broccatelli. (1) The compound is COc1cc(O)c2c(=O)c(OC)c(-c3ccc4c(c3)O[C@H](c3ccc(OC)c(OC)c3)[C@@H](CO)O4)oc2c1. The result is 1 (inhibitor). (2) The drug is CN(C)c1ccc(-c2nc(-c3ccc(O)cc3)n(CCc3ccccc3)c2-c2ccc(N(C)C)cc2)cc1. The result is 1 (inhibitor).